This data is from Peptide-MHC class I binding affinity with 185,985 pairs from IEDB/IMGT. The task is: Regression. Given a peptide amino acid sequence and an MHC pseudo amino acid sequence, predict their binding affinity value. This is MHC class I binding data. (1) The peptide sequence is GGDPEVTFMW. The binding affinity (normalized) is 0.0548. The MHC is Mamu-B17 with pseudo-sequence Mamu-B17. (2) The peptide sequence is GGRKLKLTK. The MHC is HLA-A01:01 with pseudo-sequence HLA-A01:01. The binding affinity (normalized) is 0.0847.